Dataset: Forward reaction prediction with 1.9M reactions from USPTO patents (1976-2016). Task: Predict the product of the given reaction. (1) Given the reactants [CH2:1]1[C:9]2[C:4](=[CH:5][CH:6]=[CH:7][CH:8]=2)[CH2:3][NH:2]1.[N+](C1C=C(S(O[CH2:23][C@@H:24]2[CH2:26][O:25]2)(=O)=O)C=CC=1)([O-])=O.[F-].[K+], predict the reaction product. The product is: [O:25]1[CH2:26][C@H:24]1[CH2:23][N:2]1[CH2:3][C:4]2[C:9](=[CH:8][CH:7]=[CH:6][CH:5]=2)[CH2:1]1. (2) Given the reactants [CH3:1][O:2][C:3]1[CH:12]=[C:11]2[C:6]([CH:7]=[CH:8][C:9]([OH:13])=[CH:10]2)=[CH:5][CH:4]=1.[Cl-].[CH3:15][O:16][C:17]1[CH:29]=[CH:28][CH:27]=[CH:26][C:18]=1[CH:19]=[N+:20]1[CH2:25][CH2:24][CH2:23][CH2:22][CH2:21]1, predict the reaction product. The product is: [CH3:1][O:2][C:3]1[CH:12]=[C:11]2[C:6]([CH:7]=[CH:8][C:9]([OH:13])=[C:10]2[CH:19]([C:18]2[CH:26]=[CH:27][CH:28]=[CH:29][C:17]=2[O:16][CH3:15])[N:20]2[CH2:25][CH2:24][CH2:23][CH2:22][CH2:21]2)=[CH:5][CH:4]=1. (3) Given the reactants [CH2:1]([N:8]1[CH2:13][CH2:12][C:11]2([CH2:18][CH2:17][NH:16][CH2:15][CH2:14]2)[CH2:10][CH2:9]1)[C:2]1[CH:7]=[CH:6][CH:5]=[CH:4][CH:3]=1.[C:19]1(=O)[CH2:22][CH2:21][CH2:20]1.C(O[BH-](OC(=O)C)OC(=O)C)(=O)C.[Na+].C(=O)([O-])[O-].[Na+].[Na+], predict the reaction product. The product is: [CH2:1]([N:8]1[CH2:13][CH2:12][C:11]2([CH2:18][CH2:17][N:16]([CH:19]3[CH2:22][CH2:21][CH2:20]3)[CH2:15][CH2:14]2)[CH2:10][CH2:9]1)[C:2]1[CH:3]=[CH:4][CH:5]=[CH:6][CH:7]=1. (4) Given the reactants Br[CH2:2][C:3]1[CH:8]=[CH:7][N:6]=[C:5]([C:9]2[CH:14]=[CH:13][CH:12]=[C:11]([Cl:15])[C:10]=2[Cl:16])[CH:4]=1.[Cl:17][C:18]1[CH:23]=[CH:22][C:21]([C:24]2[N:25]([CH2:30][C@H:31]([OH:36])[C:32]([F:35])([F:34])[F:33])[C:26](=[O:29])[NH:27][N:28]=2)=[CH:20][CH:19]=1.C(=O)([O-])[O-].[Cs+].[Cs+], predict the reaction product. The product is: [Cl:17][C:18]1[CH:23]=[CH:22][C:21]([C:24]2[N:25]([CH2:30][C@H:31]([OH:36])[C:32]([F:34])([F:35])[F:33])[C:26](=[O:29])[N:27]([CH2:2][C:3]3[CH:8]=[CH:7][N:6]=[C:5]([C:9]4[CH:14]=[CH:13][CH:12]=[C:11]([Cl:15])[C:10]=4[Cl:16])[CH:4]=3)[N:28]=2)=[CH:20][CH:19]=1. (5) Given the reactants [CH3:1][C:2]1[CH:13]=[CH:12][C:5]2[NH:6][C:7](=[O:11])[O:8][C:9](=[O:10])[C:4]=2[CH:3]=1.[H-].[Na+].[CH3:16]I, predict the reaction product. The product is: [CH3:16][N:6]1[C:5]2[CH:12]=[CH:13][C:2]([CH3:1])=[CH:3][C:4]=2[C:9](=[O:10])[O:8][C:7]1=[O:11]. (6) Given the reactants [C:1]([C:9]1[C:13]([CH3:14])=[C:12]([CH3:15])[S:11][C:10]=1[NH:16]C(=O)C)(=[O:8])[C:2]1[CH:7]=[CH:6][CH:5]=[CH:4][CH:3]=1.[OH-].[K+], predict the reaction product. The product is: [NH2:16][C:10]1[S:11][C:12]([CH3:15])=[C:13]([CH3:14])[C:9]=1[C:1]([C:2]1[CH:3]=[CH:4][CH:5]=[CH:6][CH:7]=1)=[O:8]. (7) The product is: [CH3:23][O:22][C:20](=[O:21])[CH2:19][O:1][C:2]1[CH:3]=[CH:4][C:5]([CH2:8][CH2:9][CH2:10][OH:11])=[CH:6][CH:7]=1. Given the reactants [OH:1][C:2]1[CH:7]=[CH:6][C:5]([CH2:8][CH2:9][CH2:10][OH:11])=[CH:4][CH:3]=1.C(=O)([O-])[O-].[K+].[K+].Br[CH2:19][C:20]([O:22][CH3:23])=[O:21], predict the reaction product. (8) Given the reactants I[C:2]1[C:10]2[CH:9]=[N:8][CH:7]=[N:6][C:5]=2[N:4]([C@H:11]([CH3:20])[CH2:12][O:13][CH:14]2[CH2:19][CH2:18][CH2:17][CH2:16][O:15]2)[CH:3]=1.CON(C)[C:24]([C:26]1[CH:31]=[C:30]([Cl:32])[CH:29]=[CH:28][N:27]=1)=[O:25], predict the reaction product. The product is: [Cl:32][C:30]1[CH:29]=[CH:28][N:27]=[C:26]([C:24]([C:2]2[C:10]3[CH:9]=[N:8][CH:7]=[N:6][C:5]=3[N:4]([C@H:11]([CH3:20])[CH2:12][O:13][CH:14]3[CH2:19][CH2:18][CH2:17][CH2:16][O:15]3)[CH:3]=2)=[O:25])[CH:31]=1. (9) Given the reactants [C:1]([C:4]1[CH:5]=[C:6]([C:15]([CH3:18])([CH3:17])[CH3:16])[C:7]([OH:14])=[C:8]([C:12]=1[CH3:13])[C:9]([OH:11])=O)(=[O:3])[CH3:2].[CH3:19][O:20][C:21]1[CH:27]=[C:26]([S:28]([C:31]([F:34])([F:33])[F:32])(=[O:30])=[O:29])[CH:25]=[CH:24][C:22]=1[NH2:23], predict the reaction product. The product is: [C:1]([C:4]1[C:12]([CH3:13])=[C:8]([C:7]([OH:14])=[C:6]([C:15]([CH3:18])([CH3:17])[CH3:16])[CH:5]=1)[C:9]([NH:23][C:22]1[CH:24]=[CH:25][C:26]([S:28]([C:31]([F:32])([F:33])[F:34])(=[O:29])=[O:30])=[CH:27][C:21]=1[O:20][CH3:19])=[O:11])(=[O:3])[CH3:2]. (10) Given the reactants C([N:8]1[C:12]([NH:13][C:14]2[CH:27]=[CH:26][C:25]([Cl:28])=[CH:24][C:15]=2[CH:16]=[C:17]2[CH2:20][CH:19]([C:21]([OH:23])=[O:22])[CH2:18]2)=[CH:11][N:10]=[N:9]1)C1C=CC=CC=1.C(O)(=O)C, predict the reaction product. The product is: [N:10]1[NH:9][N:8]=[C:12]([NH:13][C:14]2[CH:27]=[CH:26][C:25]([Cl:28])=[CH:24][C:15]=2[CH2:16][CH:17]2[CH2:20][CH:19]([C:21]([OH:23])=[O:22])[CH2:18]2)[CH:11]=1.